Dataset: Catalyst prediction with 721,799 reactions and 888 catalyst types from USPTO. Task: Predict which catalyst facilitates the given reaction. (1) Reactant: [CH2:1]([O:8][C:9]1[CH:18]=[C:12]2[C:13](=[O:17])[NH:14][CH2:15][CH2:16][N:11]2[N:10]=1)[C:2]1[CH:7]=[CH:6][CH:5]=[CH:4][CH:3]=1.Cl[C:20]1[CH:25]=[CH:24][N:23]=[C:22]([O:26][CH3:27])[N:21]=1.C1(P(C2CCCCC2)C2C=CC=CC=2C2C(C(C)C)=CC(C(C)C)=CC=2C(C)C)CCCCC1.C([O-])([O-])=O.[Cs+].[Cs+]. Product: [CH2:1]([O:8][C:9]1[CH:18]=[C:12]2[C:13](=[O:17])[N:14]([C:20]3[CH:25]=[CH:24][N:23]=[C:22]([O:26][CH3:27])[N:21]=3)[CH2:15][CH2:16][N:11]2[N:10]=1)[C:2]1[CH:3]=[CH:4][CH:5]=[CH:6][CH:7]=1. The catalyst class is: 160. (2) Reactant: [CH3:1][O:2][C:3]1[C:8]([C:9]2[CH:14]=[CH:13][C:12]([C:15]([F:18])([F:17])[F:16])=[CH:11][CH:10]=2)=[CH:7][C:6]([CH2:19][NH2:20])=[CH:5][CH:4]=1.[CH2:21]([N:23]([CH2:34][C:35](O)=[O:36])[S:24]([C:27]1[CH:32]=[CH:31][C:30]([F:33])=[CH:29][CH:28]=1)(=[O:26])=[O:25])[CH3:22].CN(C(ON1N=NC2C=CC=NC1=2)=[N+](C)C)C.F[P-](F)(F)(F)(F)F.C(N(CC)C(C)C)(C)C.OS([O-])(=O)=O.[K+]. Product: [CH2:21]([N:23]([S:24]([C:27]1[CH:28]=[CH:29][C:30]([F:33])=[CH:31][CH:32]=1)(=[O:26])=[O:25])[CH2:34][C:35]([NH:20][CH2:19][C:6]1[CH:7]=[C:8]([C:9]2[CH:14]=[CH:13][C:12]([C:15]([F:17])([F:16])[F:18])=[CH:11][CH:10]=2)[C:3]([O:2][CH3:1])=[CH:4][CH:5]=1)=[O:36])[CH3:22]. The catalyst class is: 2. (3) Reactant: [Cl-].[Al+3].[Cl-].[Cl-].[Br:5][C:6]1[S:7][CH:8]=[C:9]([Br:11])[CH:10]=1.Cl[C:13](=[O:19])[C:14]([O:16][CH2:17][CH3:18])=[O:15]. Product: [Br:11][C:9]1[CH:10]=[C:6]([Br:5])[S:7][C:8]=1[C:13](=[O:19])[C:14]([O:16][CH2:17][CH3:18])=[O:15]. The catalyst class is: 4. (4) Reactant: [NH2:1][C:2]1[C:3]([C:16]([NH:18][CH3:19])=[O:17])=[N:4][C:5]([C:8]2[CH:13]=[CH:12][CH:11]=[C:10]([C:14]#[N:15])[CH:9]=2)=[CH:6][N:7]=1.[N-:20]=[N+:21]=[N-:22].[Na+].[Cl-].[NH4+].C(=O)(O)[O-].[Na+]. Product: [NH2:1][C:2]1[C:3]([C:16]([NH:18][CH3:19])=[O:17])=[N:4][C:5]([C:8]2[CH:13]=[CH:12][CH:11]=[C:10]([C:14]3[NH:22][N:21]=[N:20][N:15]=3)[CH:9]=2)=[CH:6][N:7]=1. The catalyst class is: 9.